Dataset: hERG Central: cardiac toxicity at 1µM, 10µM, and general inhibition. Task: Predict hERG channel inhibition at various concentrations. The molecule is CCN1CCCC1CNC(=O)c1ccc2c(c1)NC(=O)/C(=C\c1ccc(OC)c(OC)c1)S2. Results: hERG_inhib (hERG inhibition (general)): blocker.